From a dataset of Forward reaction prediction with 1.9M reactions from USPTO patents (1976-2016). Predict the product of the given reaction. (1) Given the reactants [CH3:1][Mg+].[Br-].[CH3:4][C:5]1[CH:12]=[N:11][CH:10]=[CH:9][C:6]=1[CH:7]=[O:8].[NH4+].[Cl-], predict the reaction product. The product is: [CH3:4][C:5]1[CH:12]=[N:11][CH:10]=[CH:9][C:6]=1[CH:7]([OH:8])[CH3:1]. (2) Given the reactants C([O:3][C:4](=[O:34])[CH:5]([O:32][CH3:33])[CH2:6][C:7]1[C:16]2[C:11](=[CH:12][CH:13]=[CH:14][CH:15]=2)[C:10]([O:17][CH2:18][CH2:19][C:20]2[N:21]=[C:22]([C:26]3[CH:31]=[CH:30][CH:29]=[CH:28][CH:27]=3)[O:23][C:24]=2[CH3:25])=[CH:9][CH:8]=1)C.[OH-].[Na+], predict the reaction product. The product is: [CH3:33][O:32][CH:5]([CH2:6][C:7]1[C:16]2[C:11](=[CH:12][CH:13]=[CH:14][CH:15]=2)[C:10]([O:17][CH2:18][CH2:19][C:20]2[N:21]=[C:22]([C:26]3[CH:31]=[CH:30][CH:29]=[CH:28][CH:27]=3)[O:23][C:24]=2[CH3:25])=[CH:9][CH:8]=1)[C:4]([OH:34])=[O:3].